From a dataset of Full USPTO retrosynthesis dataset with 1.9M reactions from patents (1976-2016). Predict the reactants needed to synthesize the given product. Given the product [C:1]([C:4]1[CH:24]=[CH:23][CH:22]=[CH:21][C:5]=1[O:6][C:7]1[CH:12]=[N:11][NH:10][C:9](=[O:19])[C:8]=1[Cl:20])(=[O:3])[CH3:2], predict the reactants needed to synthesize it. The reactants are: [C:1]([C:4]1[CH:24]=[CH:23][CH:22]=[CH:21][C:5]=1[O:6][C:7]1[CH:12]=[N:11][N:10](C2CCCCO2)[C:9](=[O:19])[C:8]=1[Cl:20])(=[O:3])[CH3:2].Cl.O.